From a dataset of Catalyst prediction with 721,799 reactions and 888 catalyst types from USPTO. Predict which catalyst facilitates the given reaction. (1) Reactant: [OH:1][CH2:2][C:3]1[CH:4]=[C:5]([CH:22]=[C:23]([CH2:25][OH:26])[CH:24]=1)[O:6][CH2:7][CH2:8][CH2:9][N:10]([CH2:18][CH:19]([CH3:21])[CH3:20])[C:11](=[O:17])[O:12][C:13]([CH3:16])([CH3:15])[CH3:14].C1C=C[NH+]=CC=1.[O-][Cr](Cl)(=O)=O. Product: [CH:25]([C:23]1[CH:22]=[C:5]([CH:4]=[C:3]([CH:2]=[O:1])[CH:24]=1)[O:6][CH2:7][CH2:8][CH2:9][N:10]([CH2:18][CH:19]([CH3:21])[CH3:20])[C:11](=[O:17])[O:12][C:13]([CH3:16])([CH3:15])[CH3:14])=[O:26]. The catalyst class is: 2. (2) Reactant: [CH3:1][O:2][C:3]1[C:8]2[N:9]=[C:10]([C:12]([F:15])([F:14])[F:13])[NH:11][C:7]=2[CH:6]=[CH:5][CH:4]=1.[Br:16]N1C(=O)CCC1=O. Product: [Br:16][C:6]1[C:7]2[NH:11][C:10]([C:12]([F:15])([F:13])[F:14])=[N:9][C:8]=2[C:3]([O:2][CH3:1])=[CH:4][CH:5]=1. The catalyst class is: 22. (3) Product: [C:1]([O:4][C@H:5]([C:7]#[C:8][CH:9]=[O:17])[CH3:6])(=[O:3])[CH3:2]. The catalyst class is: 5. Reactant: [C:1]([O:4][C@H:5]([C:7]#[C:8]/[CH:9]=C/C1C=CC=CC=1)[CH3:6])(=[O:3])[CH3:2].[O:17]=[O+][O-].CSC. (4) Reactant: [CH3:1][O:2][C:3]1[CH:8]=[CH:7][CH:6]=[C:5]([O:9][CH3:10])[CH:4]=1.C([Li])CCC.[CH2:16]([C:18]1[CH:25]=[CH:24][C:21]([CH2:22]Br)=[CH:20][CH:19]=1)[CH3:17].[Cl-].[NH4+]. Product: [CH3:1][O:2][C:3]1[CH:8]=[CH:7][CH:6]=[C:5]([O:9][CH3:10])[C:4]=1[CH2:22][C:21]1[CH:24]=[CH:25][C:18]([CH2:16][CH3:17])=[CH:19][CH:20]=1. The catalyst class is: 7. (5) Reactant: FC(F)(F)C(O)=O.[Cl:8][C:9]1[CH:10]=[CH:11][C:12]([N+:46]([O-:48])=[O:47])=[C:13]([C:15]2[CH:20]=[CH:19][N:18]([CH:21]([CH2:38][C:39]3[CH:44]=[CH:43][CH:42]=[CH:41][CH:40]=3)[C:22]([NH:24][C:25]3[CH:37]=[CH:36][C:28]([C:29]([O:31]C(C)(C)C)=[O:30])=[CH:27][CH:26]=3)=[O:23])[C:17](=[O:45])[CH:16]=2)[CH:14]=1. The catalyst class is: 2. Product: [Cl:8][C:9]1[CH:10]=[CH:11][C:12]([N+:46]([O-:48])=[O:47])=[C:13]([C:15]2[CH:20]=[CH:19][N:18]([CH:21]([CH2:38][C:39]3[CH:40]=[CH:41][CH:42]=[CH:43][CH:44]=3)[C:22]([NH:24][C:25]3[CH:37]=[CH:36][C:28]([C:29]([OH:31])=[O:30])=[CH:27][CH:26]=3)=[O:23])[C:17](=[O:45])[CH:16]=2)[CH:14]=1. (6) Reactant: CC[O-].[Na+].[CH3:5][N:6]1[C:10]([C:11]2[O:15][CH:14]=[N:13][C:12]=2[CH3:16])=[N:9][NH:8][C:7]1=[S:17].Br[CH2:19][CH2:20][CH2:21][Cl:22]. Product: [Cl:22][CH2:21][CH2:20][CH2:19][S:17][C:7]1[N:6]([CH3:5])[C:10]([C:11]2[O:15][CH:14]=[N:13][C:12]=2[CH3:16])=[N:9][N:8]=1. The catalyst class is: 14.